Task: Predict the product of the given reaction.. Dataset: Forward reaction prediction with 1.9M reactions from USPTO patents (1976-2016) (1) Given the reactants [CH:1]1([N:5]2[CH2:10][CH2:9][CH:8]([O:11][C:12]3[CH:17]=[CH:16][C:15]([N:18]4[CH:22]=[C:21]([C:23]([NH2:25])=O)[CH:20]=[N:19]4)=[CH:14][CH:13]=3)[CH2:7][CH2:6]2)[CH2:4][CH2:3][CH2:2]1.S(Cl)(Cl)=O.[CH3:30]N(C)C=O, predict the reaction product. The product is: [CH:1]1([N:5]2[CH2:6][CH2:7][CH:8]([O:11][C:12]3[CH:17]=[CH:16][C:15]([N:18]4[CH:22]=[C:21]([C:23]#[N:25])[CH:20]=[N:19]4)=[CH:14][CH:13]=3)[CH2:9][CH2:10]2)[CH2:4][CH2:3][CH2:2][CH2:30]1. (2) Given the reactants [F:1][C:2]1[CH:30]=[C:29]([F:31])[CH:28]=[CH:27][C:3]=1[CH2:4][N:5]1[C:13]2[C:8](=[CH:9][C:10]([N+:14]([O-])=O)=[CH:11][CH:12]=2)[CH:7]=[C:6]1[C:17]([NH:19][C:20]1[CH:25]=[CH:24][C:23]([F:26])=[CH:22][CH:21]=1)=[O:18].C([O-])=O.[NH4+], predict the reaction product. The product is: [NH2:14][C:10]1[CH:9]=[C:8]2[C:13](=[CH:12][CH:11]=1)[N:5]([CH2:4][C:3]1[CH:27]=[CH:28][C:29]([F:31])=[CH:30][C:2]=1[F:1])[C:6]([C:17]([NH:19][C:20]1[CH:25]=[CH:24][C:23]([F:26])=[CH:22][CH:21]=1)=[O:18])=[CH:7]2. (3) Given the reactants [NH:1]1[C@H:5]([C:6]([O:8][CH3:9])=[O:7])[CH2:4][CH2:3][C:2]1=[O:10].[C:11](=O)([O:17]C(C)(C)C)[O:12][C:13]([CH3:16])([CH3:15])[CH3:14], predict the reaction product. The product is: [O:10]=[C:2]1[N:1]([C:11]([O:12][C:13]([CH3:16])([CH3:15])[CH3:14])=[O:17])[C@H:5]([C:6]([O:8][CH3:9])=[O:7])[CH2:4][CH2:3]1. (4) Given the reactants Br[C:2]1[S:3][C:4]([Br:7])=[CH:5][N:6]=1.[CH3:8][O:9][C:10]1[CH:19]=[C:18]2[C:13]([CH:14]=[CH:15][C:16]([OH:20])=[CH:17]2)=[CH:12][CH:11]=1.C(=O)([O-])[O-].[K+].[K+], predict the reaction product. The product is: [Br:7][C:4]1[S:3][C:2]([O:20][C:16]2[CH:15]=[CH:14][C:13]3[C:18](=[CH:19][C:10]([O:9][CH3:8])=[CH:11][CH:12]=3)[CH:17]=2)=[N:6][CH:5]=1. (5) Given the reactants [CH2:1]([N:3]([CH3:22])[C:4]([C:6]1[N:7]([CH3:21])[C:8]([C:11]2[S:19][C:18]3[C:13](=[N:14][CH:15]=[CH:16][C:17]=3Cl)[CH:12]=2)=[CH:9][N:10]=1)=[O:5])[CH3:2].[CH3:23][C:24]1[NH:25][C:26]2[C:31]([CH:32]=1)=[CH:30][C:29]([NH2:33])=[CH:28][CH:27]=2, predict the reaction product. The product is: [CH2:1]([N:3]([CH3:22])[C:4]([C:6]1[N:7]([CH3:21])[C:8]([C:11]2[S:19][C:18]3[C:13](=[N:14][CH:15]=[CH:16][C:17]=3[NH:33][C:29]3[CH:30]=[C:31]4[C:26](=[CH:27][CH:28]=3)[NH:25][C:24]([CH3:23])=[CH:32]4)[CH:12]=2)=[CH:9][N:10]=1)=[O:5])[CH3:2]. (6) Given the reactants [N:1]([Sn](CCCC)(CCCC)CCCC)=[N+:2]=[N-:3].[CH3:17][O:18][C:19]([CH:21]1[CH2:26][CH2:25][CH:24]([C:27]#[N:28])[CH2:23][CH2:22]1)=[O:20], predict the reaction product. The product is: [CH3:17][O:18][C:19]([CH:21]1[CH2:26][CH2:25][CH:24]([C:27]2[NH:3][N:2]=[N:1][N:28]=2)[CH2:23][CH2:22]1)=[O:20]. (7) Given the reactants [CH:1]1([C:6]2[N:11]=[C:10](O)[CH:9]=[C:8]([C:13]([F:16])([F:15])[F:14])[N:7]=2)[CH2:5][CH2:4][CH2:3][CH2:2]1.O=P(Cl)(Cl)[Cl:19].[OH-].[Na+], predict the reaction product. The product is: [Cl:19][C:10]1[CH:9]=[C:8]([C:13]([F:16])([F:15])[F:14])[N:7]=[C:6]([CH:1]2[CH2:5][CH2:4][CH2:3][CH2:2]2)[N:11]=1.